Dataset: NCI-60 drug combinations with 297,098 pairs across 59 cell lines. Task: Regression. Given two drug SMILES strings and cell line genomic features, predict the synergy score measuring deviation from expected non-interaction effect. (1) Drug 1: CN1CCC(CC1)COC2=C(C=C3C(=C2)N=CN=C3NC4=C(C=C(C=C4)Br)F)OC. Drug 2: C1=NC2=C(N=C(N=C2N1C3C(C(C(O3)CO)O)O)F)N. Cell line: A549. Synergy scores: CSS=8.23, Synergy_ZIP=-4.85, Synergy_Bliss=-5.09, Synergy_Loewe=-17.5, Synergy_HSA=-5.52. (2) Drug 1: CC1=C(N=C(N=C1N)C(CC(=O)N)NCC(C(=O)N)N)C(=O)NC(C(C2=CN=CN2)OC3C(C(C(C(O3)CO)O)O)OC4C(C(C(C(O4)CO)O)OC(=O)N)O)C(=O)NC(C)C(C(C)C(=O)NC(C(C)O)C(=O)NCCC5=NC(=CS5)C6=NC(=CS6)C(=O)NCCC[S+](C)C)O. Drug 2: CCC1(CC2CC(C3=C(CCN(C2)C1)C4=CC=CC=C4N3)(C5=C(C=C6C(=C5)C78CCN9C7C(C=CC9)(C(C(C8N6C)(C(=O)OC)O)OC(=O)C)CC)OC)C(=O)OC)O.OS(=O)(=O)O. Cell line: NCI/ADR-RES. Synergy scores: CSS=41.6, Synergy_ZIP=8.09, Synergy_Bliss=1.44, Synergy_Loewe=-2.68, Synergy_HSA=-0.562. (3) Drug 1: CC1=C2C(C(=O)C3(C(CC4C(C3C(C(C2(C)C)(CC1OC(=O)C(C(C5=CC=CC=C5)NC(=O)OC(C)(C)C)O)O)OC(=O)C6=CC=CC=C6)(CO4)OC(=O)C)OC)C)OC. Drug 2: CC1=CC=C(C=C1)C2=CC(=NN2C3=CC=C(C=C3)S(=O)(=O)N)C(F)(F)F. Cell line: SN12C. Synergy scores: CSS=67.1, Synergy_ZIP=24.0, Synergy_Bliss=23.4, Synergy_Loewe=7.88, Synergy_HSA=23.8. (4) Drug 1: C1=CC(=CC=C1CC(C(=O)O)N)N(CCCl)CCCl.Cl. Drug 2: CC(C)CN1C=NC2=C1C3=CC=CC=C3N=C2N. Cell line: CAKI-1. Synergy scores: CSS=18.3, Synergy_ZIP=-9.38, Synergy_Bliss=-5.98, Synergy_Loewe=-7.30, Synergy_HSA=-5.49. (5) Drug 1: CC1=C(C=C(C=C1)NC2=NC=CC(=N2)N(C)C3=CC4=NN(C(=C4C=C3)C)C)S(=O)(=O)N.Cl. Drug 2: C1C(C(OC1N2C=NC3=C2NC=NCC3O)CO)O. Cell line: UO-31. Synergy scores: CSS=22.6, Synergy_ZIP=17.0, Synergy_Bliss=16.3, Synergy_Loewe=18.4, Synergy_HSA=19.2. (6) Drug 1: CC1OCC2C(O1)C(C(C(O2)OC3C4COC(=O)C4C(C5=CC6=C(C=C35)OCO6)C7=CC(=C(C(=C7)OC)O)OC)O)O. Drug 2: C1C(C(OC1N2C=NC(=NC2=O)N)CO)O. Cell line: UACC62. Synergy scores: CSS=28.9, Synergy_ZIP=-7.83, Synergy_Bliss=-5.17, Synergy_Loewe=-5.44, Synergy_HSA=-3.64. (7) Drug 1: CC12CCC(CC1=CCC3C2CCC4(C3CC=C4C5=CN=CC=C5)C)O. Drug 2: CC1C(C(CC(O1)OC2CC(CC3=C2C(=C4C(=C3O)C(=O)C5=C(C4=O)C(=CC=C5)OC)O)(C(=O)C)O)N)O.Cl. Cell line: SK-OV-3. Synergy scores: CSS=20.4, Synergy_ZIP=14.7, Synergy_Bliss=13.5, Synergy_Loewe=5.77, Synergy_HSA=13.2.